From a dataset of Full USPTO retrosynthesis dataset with 1.9M reactions from patents (1976-2016). Predict the reactants needed to synthesize the given product. (1) Given the product [F:1][C:2]1[CH:11]=[C:10]([C:12]2[N:17]=[N:16][C:15]([S:18]([CH3:19])=[O:28])=[N:14][CH:13]=2)[CH:9]=[CH:8][C:3]=1[C:4]([O:6][CH3:7])=[O:5], predict the reactants needed to synthesize it. The reactants are: [F:1][C:2]1[CH:11]=[C:10]([C:12]2[N:17]=[N:16][C:15]([S:18][CH3:19])=[N:14][CH:13]=2)[CH:9]=[CH:8][C:3]=1[C:4]([O:6][CH3:7])=[O:5].ClC1C=CC=C(C(OO)=[O:28])C=1. (2) Given the product [CH2:1]([C@@H:8]([C:9]([NH:32][C:29]1[S:30][CH:31]=[C:27]([C:22]2[CH:23]=[CH:24][CH:25]=[CH:26][C:21]=2[F:20])[N:28]=1)=[O:11])[CH2:12][C:13]([OH:15])=[O:14])[C:2]1[CH:3]=[CH:4][CH:5]=[CH:6][CH:7]=1, predict the reactants needed to synthesize it. The reactants are: [CH2:1]([C@H:8]([CH2:12][C:13]([O:15]C(C)(C)C)=[O:14])[C:9]([OH:11])=O)[C:2]1[CH:7]=[CH:6][CH:5]=[CH:4][CH:3]=1.[F:20][C:21]1[CH:26]=[CH:25][CH:24]=[CH:23][C:22]=1[C:27]1[N:28]=[C:29]([NH2:32])[S:30][CH:31]=1. (3) Given the product [S:1]1[C:5]2[CH:6]=[CH:7][C:8]([CH2:10][CH2:11][O:12][CH2:13][CH2:14][C:15]([N:17]3[CH2:20][CH:19]([O:21][CH2:22][C:23]4[CH:28]=[CH:27][CH:26]=[CH:25][CH:24]=4)[CH2:18]3)=[O:16])=[CH:9][C:4]=2[CH:3]=[CH:2]1, predict the reactants needed to synthesize it. The reactants are: [S:1]1[C:5]2[CH:6]=[CH:7][C:8]([CH2:10][CH2:11][O:12][CH2:13][CH2:14][C:15]([N:17]3[CH2:20][CH:19]([OH:21])[CH2:18]3)=[O:16])=[CH:9][C:4]=2[CH:3]=[CH:2]1.[CH2:22](Br)[C:23]1[CH:28]=[CH:27][CH:26]=[CH:25][CH:24]=1. (4) The reactants are: [CH3:1][O:2][C:3]1[CH:4]=[C:5]([CH:33]=[CH:34][C:35]=1[O:36][CH3:37])[CH2:6][CH:7]1[C:16]2[C:11](=[CH:12][C:13]([O:18][CH3:19])=[C:14]([OH:17])[CH:15]=2)[CH2:10][CH2:9][N:8]1[CH2:20][C:21]([NH:23][CH:24]1[C:32]2[C:27](=[CH:28][CH:29]=[CH:30][CH:31]=2)[CH2:26][CH2:25]1)=[O:22].CS([C:42]1[N:47]=[C:46]([O:48][CH3:49])[CH:45]=[C:44]([O:50][CH3:51])[N:43]=1)(=O)=O. Given the product [CH3:1][O:2][C:3]1[CH:4]=[C:5]([CH:33]=[CH:34][C:35]=1[O:36][CH3:37])[CH2:6][CH:7]1[C:16]2[C:11](=[CH:12][C:13]([O:18][CH3:19])=[C:14]([O:17][C:42]3[N:47]=[C:46]([O:48][CH3:49])[CH:45]=[C:44]([O:50][CH3:51])[N:43]=3)[CH:15]=2)[CH2:10][CH2:9][N:8]1[CH2:20][C:21]([NH:23][CH:24]1[C:32]2[C:27](=[CH:28][CH:29]=[CH:30][CH:31]=2)[CH2:26][CH2:25]1)=[O:22], predict the reactants needed to synthesize it. (5) Given the product [O:23]=[C:5]1[N:4]([CH2:1][CH2:2][CH3:3])[C:10]2[CH:11]=[CH:12][CH:13]=[CH:14][C:9]=2[O:8][CH2:7][C@@H:6]1[NH:15][C:16](=[O:22])[O:17][C:18]([CH3:21])([CH3:20])[CH3:19], predict the reactants needed to synthesize it. The reactants are: [CH2:1]([N:4]1[C:10]2[CH:11]=[CH:12][CH:13]=[CH:14][C:9]=2[O:8][CH2:7][C@H:6]([NH:15][C:16](=[O:22])[O:17][C:18]([CH3:21])([CH3:20])[CH3:19])[C:5]1=[O:23])[CH:2]=[CH2:3]. (6) Given the product [CH2:2]([O:4][C:5](=[O:27])[CH2:6][CH:7]1[O:11][B:10]([OH:12])[C:9]2[CH:13]=[C:14]([O:18][C:19]3[S:20][C:21]([NH2:24])=[N:22][N:23]=3)[CH:15]=[C:16]([CH3:17])[C:8]1=2)[CH3:3], predict the reactants needed to synthesize it. The reactants are: O.[CH2:2]([O:4][C:5](=[O:27])[CH2:6][CH:7]1[O:11][B:10]([OH:12])[C:9]2[CH:13]=[C:14]([O:18][C:19]3[S:20][C:21]([N+:24]([O-])=O)=[N:22][N:23]=3)[CH:15]=[C:16]([CH3:17])[C:8]1=2)[CH3:3]. (7) Given the product [NH2:9][CH2:8][C@@H:3]1[C@H:2]([CH3:1])[CH2:7][CH2:6][CH2:5][N:4]1[C:30]([O:32][CH2:33][CH:34]=[CH2:35])=[O:31], predict the reactants needed to synthesize it. The reactants are: [CH3:1][C@@H:2]1[CH2:7][CH2:6][CH2:5][NH:4][C@@H:3]1[CH2:8][N:9]1C(=O)C2C(=CC=CC=2)C1=O.CCN(C(C)C)C(C)C.Cl[C:30]([O:32][CH2:33][CH:34]=[CH2:35])=[O:31].C(=O)([O-])N.O.NN. (8) Given the product [Cl:1][C:2]1[CH:3]=[C:4]2[C:8](=[C:9]([CH3:11])[CH:10]=1)[N:7]([CH2:12][CH2:13][O:14][CH3:15])[CH:6]=[C:5]2[C:16](=[O:17])[C:18]([F:21])([F:20])[F:19], predict the reactants needed to synthesize it. The reactants are: [Cl:1][C:2]1[CH:3]=[C:4]2[C:8](=[C:9]([CH3:11])[CH:10]=1)[N:7]([CH2:12][CH2:13][O:14][CH3:15])[CH:6]=[CH:5]2.[C:16](O[C:16]([C:18]([F:21])([F:20])[F:19])=[O:17])([C:18]([F:21])([F:20])[F:19])=[O:17].CCOC(C)=O.